This data is from Forward reaction prediction with 1.9M reactions from USPTO patents (1976-2016). The task is: Predict the product of the given reaction. (1) Given the reactants F.[Si]([O:9][C:10]1[CH:11]=[C:12]([CH:34]=[CH2:35])[C:13]2[O:17][C:16]([C:18]3[CH:23]=[CH:22][C:21]([O:24][Si](C(C)(C)C)(C)C)=[C:20]([F:32])[CH:19]=3)=[N:15][C:14]=2[CH:33]=1)(C(C)(C)C)(C)C.C1COCC1.C(#N)C, predict the reaction product. The product is: [F:32][C:20]1[CH:19]=[C:18]([C:16]2[O:17][C:13]3[C:12]([CH:34]=[CH2:35])=[CH:11][C:10]([OH:9])=[CH:33][C:14]=3[N:15]=2)[CH:23]=[CH:22][C:21]=1[OH:24]. (2) Given the reactants Br[C:2]1[S:3][CH:4]=[C:5]([Br:7])[N:6]=1.Cl[Mg]C(C)C.[F:13][C:14]1[C:19]([C:20](N(OC)C)=[O:21])=[CH:18][CH:17]=[CH:16][N:15]=1, predict the reaction product. The product is: [Br:7][C:5]1[N:6]=[C:2]([C:20]([C:19]2[C:14]([F:13])=[N:15][CH:16]=[CH:17][CH:18]=2)=[O:21])[S:3][CH:4]=1. (3) Given the reactants [C:1]([O:5][C:6]([N:8]1[CH2:12][CH2:11][CH2:10][CH:9]1[C:13]1[NH:17][C:16]2[CH:18]=[C:19](Br)[CH:20]=[CH:21][C:15]=2[N:14]=1)=[O:7])([CH3:4])([CH3:3])[CH3:2].[B:23]1([B:23]2[O:27][C:26]([CH3:29])([CH3:28])[C:25]([CH3:31])([CH3:30])[O:24]2)[O:27][C:26]([CH3:29])([CH3:28])[C:25]([CH3:31])([CH3:30])[O:24]1.C([O-])(=O)C.[K+], predict the reaction product. The product is: [C:1]([O:5][C:6]([N:8]1[CH2:12][CH2:11][CH2:10][CH:9]1[C:13]1[NH:17][C:16]2[CH:18]=[C:19]([B:23]3[O:27][C:26]([CH3:29])([CH3:28])[C:25]([CH3:31])([CH3:30])[O:24]3)[CH:20]=[CH:21][C:15]=2[N:14]=1)=[O:7])([CH3:4])([CH3:3])[CH3:2]. (4) Given the reactants C1C2C(O[C:15]([N:17](C)[C@@H:18]([CH3:49])[C:19]([NH:21][C:22]3[CH:48]=[CH:47][C:25]([CH2:26][C@@H:27]4[CH2:31][CH2:30][C@H:29]([C@H:32]([OH:39])[C:33]5[CH:34]=[N:35][CH:36]=[CH:37][CH:38]=5)[N:28]4[C:40]([O:42][C:43]([CH3:46])([CH3:45])[CH3:44])=[O:41])=[CH:24][CH:23]=3)=[O:20])=O)C3C(=CC=CC=3)C=2C=CC=1.N1CCCCC1, predict the reaction product. The product is: [OH:39][C@H:32]([C:33]1[CH:34]=[N:35][CH:36]=[CH:37][CH:38]=1)[C@H:29]1[CH2:30][CH2:31][C@@H:27]([CH2:26][C:25]2[CH:47]=[CH:48][C:22]([NH:21][C:19](=[O:20])[C@@H:18]([NH:17][CH3:15])[CH3:49])=[CH:23][CH:24]=2)[N:28]1[C:40]([O:42][C:43]([CH3:46])([CH3:44])[CH3:45])=[O:41]. (5) Given the reactants [NH:1]1[CH2:4][CH2:3][CH2:2]1.Cl[S:6]([C:9]1[CH:14]=[CH:13][C:12]([CH2:15][C:16]([OH:18])=[O:17])=[CH:11][CH:10]=1)(=[O:8])=[O:7], predict the reaction product. The product is: [N:1]1([S:6]([C:9]2[CH:10]=[CH:11][C:12]([CH2:15][C:16]([OH:18])=[O:17])=[CH:13][CH:14]=2)(=[O:8])=[O:7])[CH2:4][CH2:3][CH2:2]1. (6) The product is: [NH3:6].[F:20][C:12]1[CH:11]=[C:10]([S:7]([NH:6][C:21]2[S:22][CH:23]=[CH:24][N:25]=2)(=[O:8])=[O:9])[CH:19]=[CH:18][C:13]=1[C:14]([OH:16])=[O:15]. Given the reactants COC1C=C(OC)C=CC=1C[N:6]([C:21]1[S:22][CH:23]=[CH:24][N:25]=1)[S:7]([C:10]1[CH:19]=[CH:18][C:13]([C:14]([O:16]C)=[O:15])=[C:12]([F:20])[CH:11]=1)(=[O:9])=[O:8].[OH-].[Na+].Cl, predict the reaction product. (7) Given the reactants Br[CH:2]([CH3:11])[C:3]([C:5]1[CH:10]=[CH:9][CH:8]=[CH:7][CH:6]=1)=[O:4].[CH:12]([OH:14])=[O:13].C(N(CC)CC)C.O, predict the reaction product. The product is: [CH:12]([O:14][CH:2]([CH3:11])[C:3](=[O:4])[C:5]1[CH:10]=[CH:9][CH:8]=[CH:7][CH:6]=1)=[O:13]. (8) Given the reactants [CH3:1][C:2]1([CH3:17])[C:11]2[C:6](=[C:7]([CH3:16])[CH:8]=[C:9]([C:13]([OH:15])=[O:14])[C:10]=2[CH3:12])S[CH2:4][CH2:3]1.OO.[S:20]([O-:23])(O)=[O:21].[Na+], predict the reaction product. The product is: [CH3:17][C:2]1([CH3:1])[C:11]2[C:6](=[C:7]([CH3:16])[CH:8]=[C:9]([C:13]([OH:15])=[O:14])[C:10]=2[CH3:12])[S:20](=[O:23])(=[O:21])[CH2:4][CH2:3]1.